From a dataset of NCI-60 drug combinations with 297,098 pairs across 59 cell lines. Regression. Given two drug SMILES strings and cell line genomic features, predict the synergy score measuring deviation from expected non-interaction effect. (1) Drug 1: CC(C)(C#N)C1=CC(=CC(=C1)CN2C=NC=N2)C(C)(C)C#N. Drug 2: C1CNP(=O)(OC1)N(CCCl)CCCl. Cell line: HCC-2998. Synergy scores: CSS=4.12, Synergy_ZIP=-2.24, Synergy_Bliss=-3.04, Synergy_Loewe=2.82, Synergy_HSA=2.75. (2) Drug 1: C1=NC(=NC(=O)N1C2C(C(C(O2)CO)O)O)N. Drug 2: CN(CCCl)CCCl.Cl. Cell line: HS 578T. Synergy scores: CSS=22.5, Synergy_ZIP=-4.22, Synergy_Bliss=0.361, Synergy_Loewe=-12.0, Synergy_HSA=0.833. (3) Drug 1: C(=O)(N)NO. Drug 2: COCCOC1=C(C=C2C(=C1)C(=NC=N2)NC3=CC=CC(=C3)C#C)OCCOC.Cl. Cell line: TK-10. Synergy scores: CSS=34.2, Synergy_ZIP=1.90, Synergy_Bliss=4.44, Synergy_Loewe=-26.6, Synergy_HSA=3.66. (4) Drug 1: COC1=C(C=C2C(=C1)N=CN=C2NC3=CC(=C(C=C3)F)Cl)OCCCN4CCOCC4. Drug 2: CC12CCC3C(C1CCC2OP(=O)(O)O)CCC4=C3C=CC(=C4)OC(=O)N(CCCl)CCCl.[Na+]. Cell line: HCT116. Synergy scores: CSS=7.28, Synergy_ZIP=-8.04, Synergy_Bliss=-13.0, Synergy_Loewe=-14.3, Synergy_HSA=-10.7. (5) Drug 1: C1CCC(C1)C(CC#N)N2C=C(C=N2)C3=C4C=CNC4=NC=N3. Drug 2: CC12CCC3C(C1CCC2O)C(CC4=C3C=CC(=C4)O)CCCCCCCCCS(=O)CCCC(C(F)(F)F)(F)F. Cell line: COLO 205. Synergy scores: CSS=-9.70, Synergy_ZIP=6.16, Synergy_Bliss=1.97, Synergy_Loewe=-9.47, Synergy_HSA=-7.17. (6) Drug 1: CS(=O)(=O)C1=CC(=C(C=C1)C(=O)NC2=CC(=C(C=C2)Cl)C3=CC=CC=N3)Cl. Drug 2: C1CN(CCN1C(=O)CCBr)C(=O)CCBr. Cell line: A549. Synergy scores: CSS=32.5, Synergy_ZIP=-5.34, Synergy_Bliss=-2.10, Synergy_Loewe=-7.92, Synergy_HSA=-0.934. (7) Drug 1: CC(CN1CC(=O)NC(=O)C1)N2CC(=O)NC(=O)C2. Drug 2: CC1CCCC2(C(O2)CC(NC(=O)CC(C(C(=O)C(C1O)C)(C)C)O)C(=CC3=CSC(=N3)C)C)C. Cell line: SK-MEL-2. Synergy scores: CSS=-21.1, Synergy_ZIP=-6.84, Synergy_Bliss=-29.5, Synergy_Loewe=-30.0, Synergy_HSA=-30.0. (8) Drug 1: CC1=C2C(C(=O)C3(C(CC4C(C3C(C(C2(C)C)(CC1OC(=O)C(C(C5=CC=CC=C5)NC(=O)OC(C)(C)C)O)O)OC(=O)C6=CC=CC=C6)(CO4)OC(=O)C)OC)C)OC. Drug 2: CC(CN1CC(=O)NC(=O)C1)N2CC(=O)NC(=O)C2. Cell line: HT29. Synergy scores: CSS=71.0, Synergy_ZIP=11.4, Synergy_Bliss=10.6, Synergy_Loewe=11.7, Synergy_HSA=14.1.